Dataset: Forward reaction prediction with 1.9M reactions from USPTO patents (1976-2016). Task: Predict the product of the given reaction. (1) The product is: [C:22]([O:21][C:19]([NH:1][CH:2]([C:6]([CH3:11])([CH3:10])[CH2:7][O:8][CH3:9])[C:3]([OH:5])=[O:4])=[O:20])([CH3:25])([CH3:24])[CH3:23]. Given the reactants [NH2:1][CH:2]([C:6]([CH3:11])([CH3:10])[CH2:7][O:8][CH3:9])[C:3]([OH:5])=[O:4].C(N(CC)CC)C.[C:19](O[C:19]([O:21][C:22]([CH3:25])([CH3:24])[CH3:23])=[O:20])([O:21][C:22]([CH3:25])([CH3:24])[CH3:23])=[O:20], predict the reaction product. (2) Given the reactants Cl[S:2]([C:5]1[CH:13]=[CH:12][CH:11]=[CH:10][C:6]=1[C:7](Cl)=[O:8])(=[O:4])=[O:3].[NH2:14][C:15]1[CH:20]=[CH:19][CH:18]=[CH:17][CH:16]=1, predict the reaction product. The product is: [C:15]1([NH:14][C:7](=[O:8])[C:6]2[CH:10]=[CH:11][CH:12]=[CH:13][C:5]=2[S:2](=[O:4])(=[O:3])[NH:14][C:15]2[CH:20]=[CH:19][CH:18]=[CH:17][CH:16]=2)[CH:20]=[CH:19][CH:18]=[CH:17][CH:16]=1. (3) Given the reactants [CH3:1][O:2][C:3]([NH:5][C@H:6]([C:10]([OH:12])=[O:11])[CH:7]([CH3:9])[CH3:8])=[O:4].C1C([C@H](N)C(O)=O)C1, predict the reaction product. The product is: [CH:7]1([C@H:6]([NH:5][C:3]([O:2][CH3:1])=[O:4])[C:10]([OH:12])=[O:11])[CH2:9][CH2:8]1.